Dataset: Full USPTO retrosynthesis dataset with 1.9M reactions from patents (1976-2016). Task: Predict the reactants needed to synthesize the given product. (1) Given the product [Cl:1][C:2]1[N:7]=[CH:6][C:5]([CH2:8][N:9]2[C:14]([CH3:15])=[CH:13][C:12](=[O:16])[N:11]3[N:17]=[C:18]([O:25][CH3:24])[N:19]=[C:10]23)=[CH:4][CH:3]=1, predict the reactants needed to synthesize it. The reactants are: [Cl:1][C:2]1[N:7]=[CH:6][C:5]([CH2:8][N:9]2[C:14]([CH3:15])=[CH:13][C:12](=[O:16])[N:11]3[N:17]=[C:18](S(C)(=O)=O)[N:19]=[C:10]23)=[CH:4][CH:3]=1.[CH3:24][O-:25].[Na+].CO. (2) Given the product [Cl:11][C:12]1[CH:17]=[C:16]([Cl:18])[CH:15]=[CH:14][C:13]=1[S:19][C:21]1[S:25][C:24]([CH:26]=[O:27])=[CH:23][C:22]=1[N+:28]([O-:30])=[O:29], predict the reactants needed to synthesize it. The reactants are: C(OC(C)(C)C)(C)(C)C.[K].[Cl:11][C:12]1[CH:17]=[C:16]([Cl:18])[CH:15]=[CH:14][C:13]=1[SH:19].Cl[C:21]1[S:25][C:24]([CH:26]=[O:27])=[CH:23][C:22]=1[N+:28]([O-:30])=[O:29].O. (3) Given the product [CH2:17]([NH:16][C:14](=[O:15])[C:13]1[CH:19]=[CH:20][C:10]([C:9]([C:21]2[CH:22]=[N:23][CH:24]=[CH:25][CH:26]=2)=[C:3]2[CH2:4][CH:5]3[N:8]([C:32]([C:28]4[S:27][CH:31]=[CH:30][CH:29]=4)=[O:33])[CH:1]([CH2:7][CH2:6]3)[CH2:2]2)=[CH:11][CH:12]=1)[CH3:18], predict the reactants needed to synthesize it. The reactants are: [CH:1]12[NH:8][CH:5]([CH2:6][CH2:7]1)[CH2:4][C:3](=[C:9]([C:21]1[CH:22]=[N:23][CH:24]=[CH:25][CH:26]=1)[C:10]1[CH:20]=[CH:19][C:13]([C:14]([NH:16][CH2:17][CH3:18])=[O:15])=[CH:12][CH:11]=1)[CH2:2]2.[S:27]1[CH:31]=[CH:30][CH:29]=[C:28]1[C:32](Cl)=[O:33].C([O-])([O-])=O.[K+].[K+].C([O-])(O)=O.[Na+]. (4) Given the product [CH:1]1([S:4]([C:7]2[CH:12]=[CH:11][C:10]([CH:13]([O:17][CH:18]3[CH2:23][CH2:22][O:21][CH2:20][CH2:19]3)[C:14]([NH:36][C:34]3[S:35][C:31]4[CH2:30][CH:29]([C:27]([O:26][CH3:24])=[O:28])[CH2:38][CH2:37][C:32]=4[N:33]=3)=[O:16])=[CH:9][CH:8]=2)(=[O:6])=[O:5])[CH2:2][CH2:3]1, predict the reactants needed to synthesize it. The reactants are: [CH:1]1([S:4]([C:7]2[CH:12]=[CH:11][C:10]([CH:13]([O:17][CH:18]3[CH2:23][CH2:22][O:21][CH2:20][CH2:19]3)[C:14]([OH:16])=O)=[CH:9][CH:8]=2)(=[O:6])=[O:5])[CH2:3][CH2:2]1.[CH2:24]([O:26][C:27]([CH:29]1[CH2:38][CH2:37][C:32]2[N:33]=[C:34]([NH2:36])[S:35][C:31]=2[CH2:30]1)=[O:28])C.C1C=CC2N(O)N=NC=2C=1.CCN=C=NCCCN(C)C.CN1CCOCC1. (5) Given the product [CH2:13]([N:20]1[CH:28]=[C:27]2[C:22]([CH:23]=[C:24]([O:29][C:2]3[N:3]=[C:4]([OH:12])[C:5]4[CH:11]=[CH:10][N:9]=[CH:8][C:6]=4[N:7]=3)[CH:25]=[CH:26]2)=[N:21]1)[C:14]1[CH:15]=[CH:16][CH:17]=[CH:18][CH:19]=1, predict the reactants needed to synthesize it. The reactants are: Cl[C:2]1[N:3]=[C:4]([OH:12])[C:5]2[CH:11]=[CH:10][N:9]=[CH:8][C:6]=2[N:7]=1.[CH2:13]([N:20]1[CH2:28][C:27]2[C:22](=[CH:23][C:24]([OH:29])=[CH:25][CH:26]=2)[NH:21]1)[C:14]1[CH:19]=[CH:18][CH:17]=[CH:16][CH:15]=1. (6) Given the product [C:27]([NH:35][C:36]1[CH:48]=[C:47](/[CH:49]=[CH:50]/[C:2]2[CH:10]=[C:9]3[C:5]([CH2:6][C:7](=[O:11])[NH:8]3)=[CH:4][CH:3]=2)[CH:46]=[CH:45][C:37]=1[C:38]([O:40][C:41]([CH3:43])([CH3:44])[CH3:42])=[O:39])(=[O:34])[C:28]1[CH:29]=[CH:30][CH:31]=[CH:32][CH:33]=1, predict the reactants needed to synthesize it. The reactants are: Br[C:2]1[CH:10]=[C:9]2[C:5]([CH2:6][C:7](=[O:11])[NH:8]2)=[CH:4][CH:3]=1.C1(CNCC2CCCCC2)CCCCC1.[C:27]([NH:35][C:36]1[CH:48]=[C:47]([CH:49]=[CH2:50])[CH:46]=[CH:45][C:37]=1[C:38]([O:40][C:41]([CH3:44])([CH3:43])[CH3:42])=[O:39])(=[O:34])[C:28]1[CH:33]=[CH:32][CH:31]=[CH:30][CH:29]=1.C(=O)([O-])O.[Na+].